Dataset: Full USPTO retrosynthesis dataset with 1.9M reactions from patents (1976-2016). Task: Predict the reactants needed to synthesize the given product. (1) Given the product [CH2:34]([O:15][C:14](=[O:16])[CH2:13][CH2:12][O:11][C:10]1[C:17]([CH3:21])=[CH:18][CH:19]=[CH:20][C:9]=1[N:8]([C:6](=[O:7])[C:5]1[CH:23]=[CH:24][C:2]([Cl:1])=[C:3]([C:25]2[CH:26]=[N:27][C:28]([C:32]#[N:33])=[CH:29][C:30]=2[CH3:31])[CH:4]=1)[CH3:22])[CH3:35], predict the reactants needed to synthesize it. The reactants are: [Cl:1][C:2]1[CH:24]=[CH:23][C:5]([C:6]([N:8]([CH3:22])[C:9]2[CH:20]=[CH:19][CH:18]=[C:17]([CH3:21])[C:10]=2[O:11][CH2:12][CH2:13][C:14]([OH:16])=[O:15])=[O:7])=[CH:4][C:3]=1[C:25]1[CH:26]=[N:27][C:28]([C:32]#[N:33])=[CH:29][C:30]=1[CH3:31].[C:34](Cl)(=O)[C:35](Cl)=O.C(O)C. (2) Given the product [Br:21][C:22]1[CH:32]=[CH:31][C:25]([O:26][C@H:27]2[C@:10]3([C:11]4[CH:16]=[CH:15][CH:14]=[CH:13][CH:12]=4)[C:4]4[CH:3]=[C:2]([Cl:1])[CH:20]=[CH:19][C:5]=4[N:6]([CH3:18])[C:7](=[O:17])[CH2:8][N:9]3[C:28]2=[O:29])=[CH:24][CH:23]=1, predict the reactants needed to synthesize it. The reactants are: [Cl:1][C:2]1[CH:20]=[CH:19][C:5]2[N:6]([CH3:18])[C:7](=[O:17])[CH2:8][N:9]=[C:10]([C:11]3[CH:16]=[CH:15][CH:14]=[CH:13][CH:12]=3)[C:4]=2[CH:3]=1.[Br:21][C:22]1[CH:32]=[CH:31][C:25]([O:26][CH2:27][C:28](O)=[O:29])=[CH:24][CH:23]=1.